Dataset: Catalyst prediction with 721,799 reactions and 888 catalyst types from USPTO. Task: Predict which catalyst facilitates the given reaction. (1) The catalyst class is: 13. Product: [CH3:7][C:6]([C@H:8]1[C@@H:12]2[C@@H:13]3[C@@:26]([CH3:29])([CH2:27][CH2:28][C@@:11]2([C:35]([OH:3])=[O:36])[CH2:10][CH2:9]1)[C@@:25]1([CH3:30])[C@@H:16]([C@:17]2([CH3:34])[C@@H:22]([CH2:23][CH2:24]1)[C:21]([CH3:32])([CH3:31])[C:20](=[O:33])[CH2:19][CH2:18]2)[CH2:15][CH2:14]3)=[CH2:5]. Reactant: CC(C)=[O:3].[CH3:5][C:6]([C@H:8]1[C@@H:12]2[C@@H:13]3[C@@:26]([CH3:29])([CH2:27][CH2:28][C@@:11]2([CH2:35][OH:36])[CH2:10][CH2:9]1)[C@@:25]1([CH3:30])[C@@H:16]([C@:17]2([CH3:34])[C@@H:22]([CH2:23][CH2:24]1)[C:21]([CH3:32])([CH3:31])[C@@H:20]([OH:33])[CH2:19][CH2:18]2)[CH2:15][CH2:14]3)=[CH2:7]. (2) Reactant: [Br:1][C:2]1[CH:7]=[CH:6][C:5]([CH2:8][CH2:9][C:10]([NH2:12])=O)=[CH:4][CH:3]=1.[H-].[Al+3].[Li+].[H-].[H-].[H-].[OH-].[Na+]. Product: [Br:1][C:2]1[CH:3]=[CH:4][C:5]([CH2:8][CH2:9][CH2:10][NH2:12])=[CH:6][CH:7]=1. The catalyst class is: 7. (3) Reactant: C(=O)([O-])[O-].[K+].[K+].Br[C:8]1[CH:9]=[C:10]([C:13]2[N:14]([CH2:25][C:26]3[CH:31]=[CH:30][C:29]([F:32])=[CH:28][C:27]=3[F:33])[C:15](=[O:24])[C:16]3[C:21]([CH:22]=2)=[CH:20][CH:19]=[CH:18][C:17]=3[Cl:23])[O:11][CH:12]=1.[CH2:34]([S:36][C:37]1[CH:38]=[C:39](B2OC(C)(C)C(C)(C)O2)[CH:40]=[C:41]([C:43]([F:46])([F:45])[F:44])[CH:42]=1)[CH3:35].O. Product: [Cl:23][C:17]1[CH:18]=[CH:19][CH:20]=[C:21]2[C:16]=1[C:15](=[O:24])[N:14]([CH2:25][C:26]1[CH:31]=[CH:30][C:29]([F:32])=[CH:28][C:27]=1[F:33])[C:13]([C:10]1[O:11][CH:12]=[C:8]([C:39]3[CH:40]=[C:41]([C:43]([F:45])([F:44])[F:46])[CH:42]=[C:37]([S:36][CH2:34][CH3:35])[CH:38]=3)[CH:9]=1)=[CH:22]2. The catalyst class is: 450. (4) Reactant: [CH:1]([C:4]1[CH:9]=[CH:8][C:7]([C:10]2[C:14]3[C:15]([CH3:21])=[C:16]([CH3:20])[C:17]([CH3:19])=[CH:18][C:13]=3[O:12][CH:11]=2)=[CH:6][CH:5]=1)([CH3:3])[CH3:2]. Product: [CH:1]([C:4]1[CH:5]=[CH:6][C:7]([CH:10]2[C:14]3[C:15]([CH3:21])=[C:16]([CH3:20])[C:17]([CH3:19])=[CH:18][C:13]=3[O:12][CH2:11]2)=[CH:8][CH:9]=1)([CH3:3])[CH3:2]. The catalyst class is: 5. (5) Reactant: [NH2:1][OH:2].[C:3]1([C:9]2([C:15]3[CH:22]=[CH:21][C:18]([C:19]#[N:20])=[CH:17][CH:16]=3)[O:14][CH2:13]C=[CH:11][O:10]2)[CH:8]=[CH:7][CH:6]=[CH:5][CH:4]=1.C(N(CC)CC)C. Product: [OH:2][N:1]=[C:19]([C:18]1[CH:17]=[CH:16][C:15]([C:9]2([C:3]3[CH:8]=[CH:7][CH:6]=[CH:5][CH:4]=3)[O:14][CH2:13][CH2:11][O:10]2)=[CH:22][CH:21]=1)[NH2:20]. The catalyst class is: 8.